From a dataset of Catalyst prediction with 721,799 reactions and 888 catalyst types from USPTO. Predict which catalyst facilitates the given reaction. Reactant: [Li]CCCC.[C:6](#[N:8])[CH3:7].[Cl:9][CH2:10][CH2:11][CH2:12][O:13][C:14]1[C:23]([O:24][CH3:25])=[CH:22][C:17]([C:18]([O:20]C)=O)=[C:16](/[N:26]=[CH:27]/N(C)C)[CH:15]=1.C(=O)=O.CC(O)=O. Product: [Cl:9][CH2:10][CH2:11][CH2:12][O:13][C:14]1[CH:15]=[C:16]2[C:17]([C:18]([OH:20])=[C:7]([C:6]#[N:8])[CH:27]=[N:26]2)=[CH:22][C:23]=1[O:24][CH3:25]. The catalyst class is: 1.